From a dataset of NCI-60 drug combinations with 297,098 pairs across 59 cell lines. Regression. Given two drug SMILES strings and cell line genomic features, predict the synergy score measuring deviation from expected non-interaction effect. (1) Drug 1: C1=CC(=CC=C1CCCC(=O)O)N(CCCl)CCCl. Drug 2: CS(=O)(=O)CCNCC1=CC=C(O1)C2=CC3=C(C=C2)N=CN=C3NC4=CC(=C(C=C4)OCC5=CC(=CC=C5)F)Cl. Cell line: CAKI-1. Synergy scores: CSS=43.0, Synergy_ZIP=-4.49, Synergy_Bliss=-3.41, Synergy_Loewe=1.89, Synergy_HSA=1.05. (2) Drug 1: CC1=C(C=C(C=C1)C(=O)NC2=CC(=CC(=C2)C(F)(F)F)N3C=C(N=C3)C)NC4=NC=CC(=N4)C5=CN=CC=C5. Drug 2: C1CC(=O)NC(=O)C1N2C(=O)C3=CC=CC=C3C2=O. Cell line: UO-31. Synergy scores: CSS=-7.44, Synergy_ZIP=4.29, Synergy_Bliss=-0.0517, Synergy_Loewe=-4.34, Synergy_HSA=-7.54. (3) Drug 1: CC1=C(C=C(C=C1)NC2=NC=CC(=N2)N(C)C3=CC4=NN(C(=C4C=C3)C)C)S(=O)(=O)N.Cl. Drug 2: CCC1(CC2CC(C3=C(CCN(C2)C1)C4=CC=CC=C4N3)(C5=C(C=C6C(=C5)C78CCN9C7C(C=CC9)(C(C(C8N6C=O)(C(=O)OC)O)OC(=O)C)CC)OC)C(=O)OC)O.OS(=O)(=O)O. Cell line: KM12. Synergy scores: CSS=51.1, Synergy_ZIP=4.17, Synergy_Bliss=5.64, Synergy_Loewe=-54.8, Synergy_HSA=7.70.